Predict which catalyst facilitates the given reaction. From a dataset of Catalyst prediction with 721,799 reactions and 888 catalyst types from USPTO. (1) The catalyst class is: 1. Product: [NH2:29][C:32]([NH2:34])=[O:33].[Cl:1][C:2]1[CH:3]=[CH:4][C:5]([F:26])=[C:6]([C:8]2[CH:17]=[C:16]([NH:18][C:19]3[CH:24]=[CH:23][N:22]=[CH:21][C:20]=3[NH2:25])[C:15]3[C:10](=[CH:11][CH:12]=[CH:13][CH:14]=3)[N:9]=2)[CH:7]=1. Reactant: [Cl:1][C:2]1[CH:3]=[CH:4][C:5]([F:26])=[C:6]([C:8]2[CH:17]=[C:16]([NH:18][C:19]3[CH:24]=[CH:23][N:22]=[CH:21][C:20]=3[NH2:25])[C:15]3[C:10](=[CH:11][CH:12]=[CH:13][CH:14]=3)[N:9]=2)[CH:7]=1.C1N=C[N:29]([C:32]([N:34]2C=NC=C2)=[O:33])C=1.CCN(C(C)C)C(C)C. (2) Reactant: [CH3:1][N:2]1[C:6]([N:7]2[CH2:12][CH2:11][C:10](=[O:13])[CH2:9][CH2:8]2)=[C:5]([N+:14]([O-:16])=[O:15])[CH:4]=[N:3]1.CCN(CC)CC.Cl[Si:25]([CH3:28])([CH3:27])[CH3:26]. Product: [CH3:1][N:2]1[C:6]([N:7]2[CH2:8][CH:9]=[C:10]([O:13][Si:25]([CH3:28])([CH3:27])[CH3:26])[CH2:11][CH2:12]2)=[C:5]([N+:14]([O-:16])=[O:15])[CH:4]=[N:3]1. The catalyst class is: 3. (3) Reactant: [F:1][C:2]1[CH:7]=[CH:6][CH:5]=[C:4]([F:8])[C:3]=1[C:9]([NH:11][C:12]1[CH:17]=[CH:16][C:15]([C:18]2[N:22]([CH3:23])[N:21]=[C:20]([C:24]([F:27])([F:26])[F:25])[CH:19]=2)=[CH:14][CH:13]=1)=O.Cl.C(OCC)(=O)C. Product: [F:1][C:2]1[CH:7]=[CH:6][CH:5]=[C:4]([F:8])[C:3]=1[CH2:9][NH:11][C:12]1[CH:17]=[CH:16][C:15]([C:18]2[N:22]([CH3:23])[N:21]=[C:20]([C:24]([F:27])([F:25])[F:26])[CH:19]=2)=[CH:14][CH:13]=1. The catalyst class is: 1. (4) Reactant: [Cl:1][C:2]1[C:7]([S:8](Cl)(=[O:10])=[O:9])=[CH:6][CH:5]=[CH:4][N:3]=1.[NH2:12][C:13]1[CH:14]=[C:15]([O:28][CH3:29])[C:16]([CH2:19][NH:20][C:21](=[O:27])[O:22][C:23]([CH3:26])([CH3:25])[CH3:24])=[N:17][CH:18]=1.N1C=CC=CC=1. Product: [Cl:1][C:2]1[C:7]([S:8]([NH:12][C:13]2[CH:14]=[C:15]([O:28][CH3:29])[C:16]([CH2:19][NH:20][C:21](=[O:27])[O:22][C:23]([CH3:25])([CH3:26])[CH3:24])=[N:17][CH:18]=2)(=[O:10])=[O:9])=[CH:6][CH:5]=[CH:4][N:3]=1. The catalyst class is: 2. (5) Reactant: C(OC(=O)[N:7]([CH2:23][CH2:24][C:25]([N:27]1[CH2:33][CH2:32][C:31]2[CH:34]=[C:35]([O:40][CH3:41])[C:36]([O:38][CH3:39])=[CH:37][C:30]=2[CH2:29][CH2:28]1)=[O:26])[CH2:8][CH:9]1[CH2:16][C:15]2[C:10]1=[CH:11][CH:12]=[C:13]([O:17][CH2:18][C:19]([NH:21][CH3:22])=[O:20])[CH:14]=2)(C)(C)C.[ClH:43]. Product: [ClH:43].[CH3:39][O:38][C:36]1[C:35]([O:40][CH3:41])=[CH:34][C:31]2[CH2:32][CH2:33][N:27]([C:25](=[O:26])[CH2:24][CH2:23][NH:7][CH2:8][CH:9]3[CH2:16][C:15]4[C:10]3=[CH:11][CH:12]=[C:13]([O:17][CH2:18][C:19]([NH:21][CH3:22])=[O:20])[CH:14]=4)[CH2:28][CH2:29][C:30]=2[CH:37]=1. The catalyst class is: 8. (6) Reactant: [NH2:1][CH2:2][C@H:3]1[O:8][CH2:7][CH2:6][N:5]([C:9]([O:11][C:12]([CH3:15])([CH3:14])[CH3:13])=[O:10])[CH2:4]1.CCN(C(C)C)C(C)C.F[C:26]1[CH:31]=[CH:30][C:29]([CH3:32])=[CH:28][C:27]=1[N+:33]([O-])=O.C(O)(=O)C. Product: [NH2:33][C:27]1[CH:28]=[C:29]([CH3:32])[CH:30]=[CH:31][C:26]=1[NH:1][CH2:2][C@H:3]1[O:8][CH2:7][CH2:6][N:5]([C:9]([O:11][C:12]([CH3:15])([CH3:14])[CH3:13])=[O:10])[CH2:4]1. The catalyst class is: 284. (7) Reactant: [C:1]([O:5][C:6]([N:8]1[CH2:13][CH2:12][CH:11]([NH:14][C@H:15]([C:18]2[CH:23]=[CH:22][CH:21]=[CH:20][CH:19]=2)[CH2:16][OH:17])[CH2:10][CH2:9]1)=[O:7])([CH3:4])([CH3:3])[CH3:2].[N:24]1[CH:29]=[CH:28][CH:27]=[C:26]([N:30]=[C:31]=[O:32])[CH:25]=1. Product: [C:1]([O:5][C:6]([N:8]1[CH2:9][CH2:10][CH:11]([N:14]([C@H:15]([C:18]2[CH:19]=[CH:20][CH:21]=[CH:22][CH:23]=2)[CH2:16][OH:17])[C:31]([NH:30][C:26]2[CH:25]=[N:24][CH:29]=[CH:28][CH:27]=2)=[O:32])[CH2:12][CH2:13]1)=[O:7])([CH3:4])([CH3:2])[CH3:3]. The catalyst class is: 2. (8) Product: [C:16]([NH:15][CH2:14][CH2:13][CH:9]1[C:10]2[C:6](=[CH:5][CH:4]=[C:3]([NH:2][C:28](=[O:29])[CH2:27][O:26][CH2:19][C:20]3[CH:25]=[CH:24][CH:23]=[CH:22][CH:21]=3)[C:11]=2[OH:12])[CH2:7][CH2:8]1)(=[O:18])[CH3:17]. Reactant: Cl.[NH2:2][C:3]1[C:11]([OH:12])=[C:10]2[C:6]([CH2:7][CH2:8][CH:9]2[CH2:13][CH2:14][NH:15][C:16](=[O:18])[CH3:17])=[CH:5][CH:4]=1.[CH2:19]([O:26][CH2:27][C:28](Cl)=[O:29])[C:20]1[CH:25]=[CH:24][CH:23]=[CH:22][CH:21]=1.O. The catalyst class is: 17.